This data is from Peptide-MHC class I binding affinity with 185,985 pairs from IEDB/IMGT. The task is: Regression. Given a peptide amino acid sequence and an MHC pseudo amino acid sequence, predict their binding affinity value. This is MHC class I binding data. (1) The peptide sequence is KLQEMEGTV. The MHC is HLA-A02:03 with pseudo-sequence HLA-A02:03. The binding affinity (normalized) is 0.643. (2) The peptide sequence is SQFSRGNYR. The MHC is Patr-A0401 with pseudo-sequence Patr-A0401. The binding affinity (normalized) is 0.636. (3) The peptide sequence is SKLPNFEEI. The MHC is H-2-Db with pseudo-sequence H-2-Db. The binding affinity (normalized) is 0.479. (4) The peptide sequence is LYTPLRTNS. The binding affinity (normalized) is 0.583. The MHC is H-2-Kd with pseudo-sequence H-2-Kd. (5) The peptide sequence is YLHDPLTPY. The MHC is HLA-B15:01 with pseudo-sequence HLA-B15:01. The binding affinity (normalized) is 0.528. (6) The peptide sequence is SDFLISEML. The MHC is HLA-B18:01 with pseudo-sequence HLA-B18:01. The binding affinity (normalized) is 0. (7) The peptide sequence is QTVEMSPFY. The MHC is HLA-A02:01 with pseudo-sequence HLA-A02:01. The binding affinity (normalized) is 0.213.